The task is: Predict the product of the given reaction.. This data is from Forward reaction prediction with 1.9M reactions from USPTO patents (1976-2016). Given the reactants [CH2:1]([O:8][C:9]1[CH:14]=[CH:13][C:12]([C@@H:15]([OH:18])[CH2:16][Br:17])=[CH:11][C:10]=1[N+:19]([O-])=O)[C:2]1[CH:7]=[CH:6][CH:5]=[CH:4][CH:3]=1.[CH:22](O)=[O:23].C(OC(=O)C)(=O)C, predict the reaction product. The product is: [CH2:1]([O:8][C:9]1[CH:14]=[CH:13][C:12]([C@@H:15]([OH:18])[CH2:16][Br:17])=[CH:11][C:10]=1[NH:19][CH:22]=[O:23])[C:2]1[CH:7]=[CH:6][CH:5]=[CH:4][CH:3]=1.